The task is: Predict the reaction yield, written as a fraction of the theoretical maximum amount of product (1.0 means a 100% yield; for example, 0.34 means a 34% yield).. This data is from Reaction yield outcomes from USPTO patents with 853,638 reactions. (1) The reactants are Br[C:2]1[CH:3]=[N:4][C:5]([N:10]2[CH2:15][CH2:14][N:13]([C:16]3[O:17][C:18]([C:21]([F:24])([F:23])[F:22])=[N:19][N:20]=3)[CH2:12][CH2:11]2)=[C:6]([CH:9]=1)[C:7]#[N:8].C([O-])(=O)C.[K+].[B:30]1([B:30]2[O:34][C:33]([CH3:36])([CH3:35])[C:32]([CH3:38])([CH3:37])[O:31]2)[O:34][C:33]([CH3:36])([CH3:35])[C:32]([CH3:38])([CH3:37])[O:31]1. The catalyst is O1CCOCC1.C1(P(C2C=CC=CC=2)[C-]2C=CC=C2)C=CC=CC=1.[C-]1(P(C2C=CC=CC=2)C2C=CC=CC=2)C=CC=C1.[Fe+2].C1C=CC(P(C2C=CC=CC=2)[C-]2C=CC=C2)=CC=1.C1C=CC(P(C2C=CC=CC=2)[C-]2C=CC=C2)=CC=1.Cl[Pd]Cl.[Fe+2]. The product is [CH3:37][C:32]1([CH3:38])[C:33]([CH3:36])([CH3:35])[O:34][B:30]([C:2]2[CH:3]=[N:4][C:5]([N:10]3[CH2:15][CH2:14][N:13]([C:16]4[O:17][C:18]([C:21]([F:24])([F:23])[F:22])=[N:19][N:20]=4)[CH2:12][CH2:11]3)=[C:6]([CH:9]=2)[C:7]#[N:8])[O:31]1. The yield is 0.537. (2) The reactants are [Cl:1][C:2]1[CH:3]=[C:4]([C:9](=O)[C:10]([OH:12])=O)[CH:5]=[C:6]([Cl:8])[CH:7]=1.S(=O)(=O)(O)O.[NH:19]([C:21]([S:23][CH3:24])=[NH:22])[NH2:20]. The catalyst is C(O)C. The product is [Cl:1][C:2]1[CH:3]=[C:4]([C:9]2[N:20]=[N:19][C:21]([S:23][CH3:24])=[N:22][C:10]=2[OH:12])[CH:5]=[C:6]([Cl:8])[CH:7]=1. The yield is 0.460.